Dataset: Forward reaction prediction with 1.9M reactions from USPTO patents (1976-2016). Task: Predict the product of the given reaction. (1) Given the reactants [NH2:1][C:2]1[CH:7]=[CH:6][C:5]([Br:8])=[CH:4][C:3]=1[C:9]([C:11]1[CH:16]=[CH:15][N:14]=[CH:13][CH:12]=1)=[O:10].[CH:17]([O:20][C:21]1[CH:26]=[CH:25][C:24]([S:27](Cl)(=[O:29])=[O:28])=[CH:23][CH:22]=1)([CH3:19])[CH3:18], predict the reaction product. The product is: [Br:8][C:5]1[CH:6]=[CH:7][C:2]([NH:1][S:27]([C:24]2[CH:23]=[CH:22][C:21]([O:20][CH:17]([CH3:19])[CH3:18])=[CH:26][CH:25]=2)(=[O:29])=[O:28])=[C:3]([C:9]([C:11]2[CH:16]=[CH:15][N:14]=[CH:13][CH:12]=2)=[O:10])[CH:4]=1. (2) Given the reactants [F:1][C:2]1[N:7]=[C:6]([CH:8]([OH:29])[CH:9]([CH2:15][C:16]2[CH:21]=[CH:20][CH:19]=[C:18]([O:22][C:23]([F:28])([F:27])[CH:24]([F:26])[F:25])[CH:17]=2)[C:10]([O:12]CC)=[O:11])[CH:5]=[CH:4][CH:3]=1.[OH-].[Na+].Cl, predict the reaction product. The product is: [F:1][C:2]1[N:7]=[C:6]([CH:8]([OH:29])[CH:9]([CH2:15][C:16]2[CH:21]=[CH:20][CH:19]=[C:18]([O:22][C:23]([F:27])([F:28])[CH:24]([F:25])[F:26])[CH:17]=2)[C:10]([OH:12])=[O:11])[CH:5]=[CH:4][CH:3]=1. (3) Given the reactants Br[C:2]1[CH:6]=[CH:5][S:4][CH:3]=1.[N:7]1[CH:12]=[CH:11][CH:10]=[C:9](B(O)O)[CH:8]=1.P([O-])([O-])([O-])=O.[K+].[K+].[K+].C(O)CCC, predict the reaction product. The product is: [S:4]1[CH:5]=[CH:6][C:2]([C:9]2[CH:8]=[N:7][CH:12]=[CH:11][CH:10]=2)=[CH:3]1. (4) Given the reactants [NH2:1][CH2:2][C:3]1([CH3:10])[NH:7][C:6](=[O:8])[NH:5][C:4]1=[O:9].[CH3:11][S:12][C:13]1[N:17]([CH2:18][C:19]2[CH:27]=[CH:26][C:22]([C:23](O)=[O:24])=[CH:21][CH:20]=2)[C:16]2[CH:28]=[CH:29][CH:30]=[CH:31][C:15]=2[N:14]=1.N1CC(=O)NC1=O.C(O)(C(F)(F)F)=O, predict the reaction product. The product is: [CH3:10][C:3]1([CH2:2][NH:1][C:23](=[O:24])[C:22]2[CH:26]=[CH:27][C:19]([CH2:18][N:17]3[C:16]4[CH:28]=[CH:29][CH:30]=[CH:31][C:15]=4[N:14]=[C:13]3[S:12][CH3:11])=[CH:20][CH:21]=2)[C:4](=[O:9])[NH:5][C:6](=[O:8])[NH:7]1. (5) Given the reactants [Si]([O:8][C@H:9]1[CH2:36][C:14]2[N:15]([CH3:35])[C:16](=[O:34])[C:17]([NH:19][C:20]3[CH:25]=[CH:24][C:23]([C:26]([N:28]4[CH2:33][CH2:32][O:31][CH2:30][CH2:29]4)=[O:27])=[CH:22][N:21]=3)=[CH:18][C:13]=2[C:12]2[CH:37]=[CH:38][CH:39]=[C:40]([N:41]3[N:50]=[CH:49][C:48]4[C:43](=[C:44]([F:55])[CH:45]=[C:46]([C:51]([CH3:54])([CH3:53])[CH3:52])[CH:47]=4)[C:42]3=[O:56])[C:11]=2[CH2:10]1)(C(C)(C)C)(C)C.C1COCC1.[F-].C([N+](CCCC)(CCCC)CCCC)CCC.O, predict the reaction product. The product is: [C:51]([C:46]1[CH:47]=[C:48]2[C:43](=[C:44]([F:55])[CH:45]=1)[C:42](=[O:56])[N:41]([C:40]1[C:11]3[CH2:10][C@@H:9]([OH:8])[CH2:36][C:14]4[N:15]([CH3:35])[C:16](=[O:34])[C:17]([NH:19][C:20]5[CH:25]=[CH:24][C:23]([C:26]([N:28]6[CH2:29][CH2:30][O:31][CH2:32][CH2:33]6)=[O:27])=[CH:22][N:21]=5)=[CH:18][C:13]=4[C:12]=3[CH:37]=[CH:38][CH:39]=1)[N:50]=[CH:49]2)([CH3:54])([CH3:52])[CH3:53]. (6) The product is: [C:40]([O:26][C:25](=[O:34])[NH:24][C@@H:10]1[C@@H:11]([C:15]2[CH:20]=[C:19]([F:21])[C:18]([F:22])=[CH:17][C:16]=2[F:23])[CH2:12][C:13](=[O:14])[N:8]([CH2:7][C:6]2[CH:35]=[CH:36][C:3]([O:2][CH3:1])=[CH:4][CH:5]=2)[CH2:9]1)([CH3:43])([CH3:42])[CH3:41]. Given the reactants [CH3:1][O:2][C:3]1[CH:36]=[CH:35][C:6]([CH2:7][N:8]2[C:13](=[O:14])[CH2:12][C@@H:11]([C:15]3[CH:20]=[C:19]([F:21])[C:18]([F:22])=[CH:17][C:16]=3[F:23])[C@H:10]([NH:24][C:25](=[O:34])[O:26]CC3C=CC=CC=3)[CH2:9]2)=[CH:5][CH:4]=1.C(OC(O[C:40]([CH3:43])([CH3:42])[CH3:41])=O)(O[C:40]([CH3:43])([CH3:42])[CH3:41])=O.[H][H], predict the reaction product. (7) Given the reactants [OH:1][C:2]1[CH:3]=[C:4]2[C:9](=[CH:10][CH:11]=1)[CH:8]=[C:7]([C:12]([OH:14])=[O:13])[CH:6]=[CH:5]2.[C:15](OC(=O)C)(=[O:17])[CH3:16], predict the reaction product. The product is: [C:15]([O:1][C:2]1[CH:3]=[C:4]2[C:9](=[CH:10][CH:11]=1)[CH:8]=[C:7]([C:12]([OH:14])=[O:13])[CH:6]=[CH:5]2)(=[O:17])[CH3:16]. (8) The product is: [NH:6]1[C:5]2[CH:9]=[CH:10][C:2]([N:1]3[CH:14]([C:13]4[CH:16]=[CH:17][CH:18]=[CH:19][C:12]=4[Cl:11])[CH2:27][NH:26][C:31]3=[O:32])=[CH:3][C:4]=2[N:8]=[CH:7]1. Given the reactants [NH2:1][C:2]1[CH:10]=[CH:9][C:5]2[N:6]=[CH:7][NH:8][C:4]=2[CH:3]=1.[Cl:11][C:12]1[CH:19]=[CH:18][CH:17]=[CH:16][C:13]=1[CH:14]=O.[Si](C#N)(C)(C)C.[N:26]1([C:31](N2C=CN=C2)=[O:32])C=CN=[CH:27]1, predict the reaction product. (9) Given the reactants [NH2:1][C:2]1[C:7]([C:8]#[N:9])=[CH:6][CH:5]=[CH:4][N:3]=1.[Br:10]Br, predict the reaction product. The product is: [NH2:1][C:2]1[C:7]([C:8]#[N:9])=[CH:6][C:5]([Br:10])=[CH:4][N:3]=1. (10) Given the reactants [CH:1]([C:4]1[S:5][CH:6]=[C:7]([C:9]2[CH:14]=[CH:13][C:12]([F:15])=[CH:11][CH:10]=2)[N:8]=1)([CH3:3])[CH3:2].Br[C:17]1[CH:22]=[CH:21][N:20]=[C:19]([CH3:23])[CH:18]=1.C([O-])(=O)C.[K+].C(OCC)(=O)C, predict the reaction product. The product is: [F:15][C:12]1[CH:11]=[CH:10][C:9]([C:7]2[N:8]=[C:4]([CH:1]([CH3:3])[CH3:2])[S:5][C:6]=2[C:17]2[CH:22]=[CH:21][N:20]=[C:19]([CH3:23])[CH:18]=2)=[CH:14][CH:13]=1.